Dataset: Forward reaction prediction with 1.9M reactions from USPTO patents (1976-2016). Task: Predict the product of the given reaction. Given the reactants [OH:1][C:2]1[CH:14]=[C:13]2[C:5]([C:6]3[CH:7]=[CH:8][C:9]([NH:15][C:16](=[O:22])[O:17][C:18]([CH3:21])([CH3:20])[CH3:19])=[CH:10][C:11]=3[NH:12]2)=[CH:4][CH:3]=1.CC1C=CC(S(O[CH2:34][CH2:35][O:36][CH2:37][CH2:38][O:39][CH2:40][CH2:41][F:42])(=O)=O)=CC=1.C([O-])([O-])=O.[Cs+].[Cs+], predict the reaction product. The product is: [F:42][CH2:41][CH2:40][O:39][CH2:38][CH2:37][O:36][CH2:35][CH2:34][O:1][C:2]1[CH:14]=[C:13]2[C:5]([C:6]3[CH:7]=[CH:8][C:9]([NH:15][C:16](=[O:22])[O:17][C:18]([CH3:19])([CH3:21])[CH3:20])=[CH:10][C:11]=3[NH:12]2)=[CH:4][CH:3]=1.